Predict the reactants needed to synthesize the given product. From a dataset of Full USPTO retrosynthesis dataset with 1.9M reactions from patents (1976-2016). Given the product [NH2:15][CH:1]([C:4]1[CH:11]=[CH:10][C:7]([C:8]#[N:9])=[CH:6][CH:5]=1)[CH3:2], predict the reactants needed to synthesize it. The reactants are: [C:1]([C:4]1[CH:11]=[CH:10][C:7]([C:8]#[N:9])=[CH:6][CH:5]=1)(=O)[CH3:2].C([O-])=O.[NH4+:15].C(O)(=O)C.